This data is from TCR-epitope binding with 47,182 pairs between 192 epitopes and 23,139 TCRs. The task is: Binary Classification. Given a T-cell receptor sequence (or CDR3 region) and an epitope sequence, predict whether binding occurs between them. The TCR CDR3 sequence is CASSNPRLDATGELFF. The epitope is AVFDRKSDAK. Result: 1 (the TCR binds to the epitope).